From a dataset of Catalyst prediction with 721,799 reactions and 888 catalyst types from USPTO. Predict which catalyst facilitates the given reaction. (1) Reactant: [Cl:1][C:2]1[CH:9]=[CH:8][C:5]([CH2:6][NH2:7])=[CH:4][CH:3]=1.CCN(CC)CC.[Br:17][CH:18]([CH2:22][CH2:23][Br:24])[C:19](Cl)=[O:20]. Product: [Cl:1][C:2]1[CH:9]=[CH:8][C:5]([CH2:6][NH:7][C:19](=[O:20])[CH:18]([Br:17])[CH2:22][CH2:23][Br:24])=[CH:4][CH:3]=1. The catalyst class is: 4. (2) Reactant: [OH:1][C:2]1[C:11]2[C:6](=[CH:7][CH:8]=[CH:9][C:10]=2[Cl:12])[N:5]([CH3:13])[C:4](=[O:14])[C:3]=1[C:15]([OH:17])=O.C(N(C(C)C)CC)(C)C.[CH2:27]([NH:29][C:30]1[CH:35]=[CH:34][CH:33]=[CH:32][CH:31]=1)[CH3:28].S(Cl)(Cl)=O. Product: [CH3:28][CH2:27][N:29]([C:15]([C:3]1[C:4](=[O:14])[N:5]([CH3:13])[C:6]2[CH:7]=[CH:8][CH:9]=[C:10]([Cl:12])[C:11]=2[C:2]=1[OH:1])=[O:17])[C:30]1[CH:31]=[CH:32][CH:33]=[CH:34][CH:35]=1. The catalyst class is: 11. (3) Reactant: [Cl:1][CH2:2][C:3]1[CH:11]=[CH:10][C:6]([C:7](Cl)=[O:8])=[CH:5][CH:4]=1.CN.Cl.C[CH2:16][N:17](C(C)C)C(C)C. Product: [Cl:1][CH2:2][C:3]1[CH:11]=[CH:10][C:6]([C:7]([NH:17][CH3:16])=[O:8])=[CH:5][CH:4]=1. The catalyst class is: 4. (4) Reactant: C[O:2][C:3]([C:5]1[C:13]2[C:8](=[CH:9][CH:10]=[CH:11][CH:12]=2)[N:7]([C:14]2[S:15][CH:16]=[C:17]([C:19]3[CH:24]=[CH:23][C:22]([CH:25]([CH3:27])[CH3:26])=[CH:21][CH:20]=3)[N:18]=2)[N:6]=1)=[O:4].[Li+].[OH-].[ClH:30]. Product: [ClH:30].[CH:25]([C:22]1[CH:23]=[CH:24][C:19]([C:17]2[N:18]=[C:14]([N:7]3[C:8]4[C:13](=[CH:12][CH:11]=[CH:10][CH:9]=4)[C:5]([C:3]([OH:4])=[O:2])=[N:6]3)[S:15][CH:16]=2)=[CH:20][CH:21]=1)([CH3:27])[CH3:26]. The catalyst class is: 170.